From a dataset of Catalyst prediction with 721,799 reactions and 888 catalyst types from USPTO. Predict which catalyst facilitates the given reaction. (1) Reactant: [C:1]1([C:7]2[NH:8][CH:9]=[C:10]([C:12]([O:14][CH3:15])=[O:13])[N:11]=2)[CH:6]=[CH:5][CH:4]=[CH:3][CH:2]=1.[C:16](=O)([O-])[O-].[K+].[K+].IC. Product: [CH3:16][N:8]1[CH:9]=[C:10]([C:12]([O:14][CH3:15])=[O:13])[N:11]=[C:7]1[C:1]1[CH:2]=[CH:3][CH:4]=[CH:5][CH:6]=1. The catalyst class is: 42. (2) Reactant: [S:1]1[C:5]2[CH:6]=[CH:7][CH:8]=[CH:9][C:4]=2[C:3]([N:10]2[CH2:15][CH2:14][N:13]([CH2:16][C@@H:17]3[CH2:22][CH2:21][CH2:20][CH2:19][C@H:18]3[CH2:23][N:24]3[C:32](=[O:33])[C@H:31]4[C@H:26]([C@H:27]5[CH2:34][C@@H:30]4[CH2:29][CH2:28]5)[C:25]3=[O:35])[CH2:12][CH2:11]2)=[N:2]1.[ClH:36].C([O:39]C(=O)C)C. Product: [OH2:33].[OH2:39].[ClH:36].[ClH:36].[S:1]1[C:5]2[CH:6]=[CH:7][CH:8]=[CH:9][C:4]=2[C:3]([N:10]2[CH2:11][CH2:12][N:13]([CH2:16][C@@H:17]3[CH2:22][CH2:21][CH2:20][CH2:19][C@H:18]3[CH2:23][N:24]3[C:25](=[O:35])[C@H:26]4[C@H:31]([C@H:30]5[CH2:34][C@@H:27]4[CH2:28][CH2:29]5)[C:32]3=[O:33])[CH2:14][CH2:15]2)=[N:2]1. The catalyst class is: 10. (3) Reactant: C(OC([N:8]1[CH2:12][C@@H:11]([CH2:13][NH2:14])[CH2:10][C@H:9]1[C:15]([N:17]1[CH2:21][CH2:20][S:19][CH2:18]1)=[O:16])=O)(C)(C)C.[CH2:22](N(CC)CC)C.[N:29]1([C:34](Cl)=[O:35])[CH2:33][CH2:32][CH2:31][CH2:30]1.FC(F)(F)C(O)=O. Product: [CH:33]1([NH:29][C:34]([NH:14][CH2:13][C@H:11]2[CH2:10][C@@H:9]([C:15]([N:17]3[CH2:21][CH2:20][S:19][CH2:18]3)=[O:16])[NH:8][CH2:12]2)=[O:35])[CH2:32][CH2:31][CH2:30][CH2:22]1. The catalyst class is: 4. (4) Reactant: [Al+3].[Cl-].[Cl-].[Cl-].[Cl:5][C:6]1[CH:7]=[C:8]2[C:12](=[C:13]([Cl:15])[CH:14]=1)[N:11]([C:16]1[CH:21]=[C:20]([NH:22][CH:23]([CH2:26][CH3:27])[CH2:24][CH3:25])[N:19]=[C:18]([CH3:28])[N:17]=1)[CH2:10][CH2:9]2.[CH:29]([O:32]C)(Cl)Cl. The catalyst class is: 22. Product: [Cl:5][C:6]1[CH:7]=[C:8]2[C:12](=[C:13]([Cl:15])[CH:14]=1)[N:11]([C:16]1[C:21]([CH:29]=[O:32])=[C:20]([NH:22][CH:23]([CH2:26][CH3:27])[CH2:24][CH3:25])[N:19]=[C:18]([CH3:28])[N:17]=1)[CH2:10][CH2:9]2. (5) Reactant: [Cl:1][C:2]1[CH:7]=[CH:6][C:5]([S:8](Cl)(=[O:10])=[O:9])=[CH:4][N:3]=1.[CH2:12]([N:14](CC)[CH2:15]C)C.CNC. Product: [Cl:1][C:2]1[CH:7]=[CH:6][C:5]([S:8]([N:14]([CH3:15])[CH3:12])(=[O:10])=[O:9])=[CH:4][N:3]=1. The catalyst class is: 7. (6) Reactant: COC[O:4][C:5]1[CH:31]=[CH:30][C:8]([C:9]([NH:11][CH2:12][C:13]2[CH:14]=[CH:15][C:16]3[N:17]([C:19]([CH2:22][CH2:23][C:24]4[CH:29]=[CH:28][CH:27]=[CH:26][CH:25]=4)=[N:20][CH:21]=3)[CH:18]=2)=[O:10])=[CH:7][CH:6]=1. Product: [OH:4][C:5]1[CH:31]=[CH:30][C:8]([C:9]([NH:11][CH2:12][C:13]2[CH:14]=[CH:15][C:16]3[N:17]([C:19]([CH2:22][CH2:23][C:24]4[CH:29]=[CH:28][CH:27]=[CH:26][CH:25]=4)=[N:20][CH:21]=3)[CH:18]=2)=[O:10])=[CH:7][CH:6]=1. The catalyst class is: 209.